From a dataset of Catalyst prediction with 721,799 reactions and 888 catalyst types from USPTO. Predict which catalyst facilitates the given reaction. (1) Reactant: [NH2:1]/[C:2](=[N:33]\[OH:34])/[C:3]1[CH:4]=[C:5]2[C:10](=[CH:11][CH:12]=1)[N:9]=[C:8]([CH2:13][CH:14]([CH3:16])[CH3:15])[C:7]([CH2:17][NH:18][C:19](=[O:25])[O:20][C:21]([CH3:24])([CH3:23])[CH3:22])=[C:6]2[C:26]1[CH:31]=[CH:30][C:29]([CH3:32])=[CH:28][CH:27]=1.[C:35](OCC)(=[O:37])C.C1N=CN(C(N2C=NC=C2)=O)C=1. Product: [CH2:13]([C:8]1[C:7]([CH2:17][NH:18][C:19](=[O:25])[O:20][C:21]([CH3:22])([CH3:23])[CH3:24])=[C:6]([C:26]2[CH:27]=[CH:28][C:29]([CH3:32])=[CH:30][CH:31]=2)[C:5]2[C:10](=[CH:11][CH:12]=[C:3]([C:2]3[NH:1][C:35](=[O:37])[O:34][N:33]=3)[CH:4]=2)[N:9]=1)[CH:14]([CH3:16])[CH3:15]. The catalyst class is: 7. (2) Reactant: [NH:1]1[CH:5]=[C:4]([B:6]2[O:14][C:11]([CH3:13])([CH3:12])[C:8]([CH3:10])([CH3:9])[O:7]2)[CH:3]=[N:2]1.C([O-])([O-])=O.[Cs+].[Cs+].[CH3:21][C:22]1([O:25][CH2:24]1)[CH3:23]. Product: [CH3:21][C:22]([OH:25])([CH3:24])[CH2:23][N:2]1[CH:3]=[C:4]([B:6]2[O:7][C:8]([CH3:9])([CH3:10])[C:11]([CH3:13])([CH3:12])[O:14]2)[CH:5]=[N:1]1. The catalyst class is: 3. (3) Reactant: [C:1]([CH:3]=[C:4]([O-:6])[CH3:5])#[N:2].[Na+].[O:8]=[C:9]1[C:21]2[CH:20]=[CH:19][CH:18]=[C:17]([CH:22]=O)[C:16]=2[C:15]2[C:10]1=[CH:11][CH:12]=[CH:13][CH:14]=2.C(O)(=O)C.N1CCCCC1. Product: [O:6]=[C:4]([CH3:5])[C:3](=[CH:22][C:17]1[C:16]2[C:15]3[C:10](=[CH:11][CH:12]=[CH:13][CH:14]=3)[C:9](=[O:8])[C:21]=2[CH:20]=[CH:19][CH:18]=1)[C:1]#[N:2]. The catalyst class is: 4. (4) Reactant: [C:1]([C:4]1[C:12]2[C:7](=[CH:8][CH:9]=[CH:10][CH:11]=2)[N:6]([CH2:13][C:14]([N:16]2[C@H:21]([C:22](=[O:34])[NH:23][C@@H:24]3[CH2:26][C@H:25]3[C:27]3[CH:32]=[CH:31][CH:30]=[CH:29][C:28]=3[Cl:33])[CH2:20][C@:19]3([CH2:35][O:36]C(=O)CN4C5C(=CC=CC=5)C(C(=O)N)=N4)[C@H:17]2[CH2:18]3)=[O:15])[N:5]=1)(=[O:3])[NH2:2].O[Li].O.O. Product: [Cl:33][C:28]1[CH:29]=[CH:30][CH:31]=[CH:32][C:27]=1[C@@H:25]1[CH2:26][C@H:24]1[NH:23][C:22]([C@@H:21]1[CH2:20][C@:19]2([CH2:35][OH:36])[C@@H:17]([CH2:18]2)[N:16]1[C:14](=[O:15])[CH2:13][N:6]1[C:7]2[C:12](=[CH:11][CH:10]=[CH:9][CH:8]=2)[C:4]([C:1]([NH2:2])=[O:3])=[N:5]1)=[O:34]. The catalyst class is: 20. (5) Reactant: C([S+]([NH:7][C@@H:8]([C:10]1[CH:15]=[CH:14][CH:13]=[C:12]([C:16]#[N:17])[CH:11]=1)[CH3:9])[O-])(C)(C)C.[ClH:18]. Product: [ClH:18].[NH2:7][C@@H:8]([C:10]1[CH:11]=[C:12]([CH:13]=[CH:14][CH:15]=1)[C:16]#[N:17])[CH3:9]. The catalyst class is: 5. (6) Reactant: [NH2:1][C:2]1[C:33]([C:34]([F:37])([F:36])[F:35])=[CH:32][C:5]([CH2:6][C@@H:7]([CH2:11][C:12](=[O:31])[N:13]2[CH2:18][CH2:17][CH:16]([N:19]3[CH2:25][CH2:24][C:23]4[CH:26]=[CH:27][CH:28]=[CH:29][C:22]=4[NH:21][C:20]3=[O:30])[CH2:15][CH2:14]2)[C:8]([OH:10])=O)=[CH:4][C:3]=1[Cl:38].[CH3:39][N:40]1[CH2:45][CH:44]2[CH2:46][CH:41]1[CH2:42][N:43]2[CH:47]1[CH2:52][CH2:51][NH:50][CH2:49][CH2:48]1. Product: [NH2:1][C:2]1[C:33]([C:34]([F:37])([F:36])[F:35])=[CH:32][C:5]([CH2:6][C@@H:7]([CH2:11][C:12]([N:13]2[CH2:18][CH2:17][CH:16]([N:19]3[CH2:25][CH2:24][C:23]4[CH:26]=[CH:27][CH:28]=[CH:29][C:22]=4[NH:21][C:20]3=[O:30])[CH2:15][CH2:14]2)=[O:31])[C:8]([N:50]2[CH2:49][CH2:48][CH:47]([N:43]3[CH2:42][CH:41]4[CH2:46][CH:44]3[CH2:45][N:40]4[CH3:39])[CH2:52][CH2:51]2)=[O:10])=[CH:4][C:3]=1[Cl:38]. The catalyst class is: 66.